From a dataset of NCI-60 drug combinations with 297,098 pairs across 59 cell lines. Regression. Given two drug SMILES strings and cell line genomic features, predict the synergy score measuring deviation from expected non-interaction effect. (1) Drug 1: C1CCC(C1)C(CC#N)N2C=C(C=N2)C3=C4C=CNC4=NC=N3. Drug 2: C#CCC(CC1=CN=C2C(=N1)C(=NC(=N2)N)N)C3=CC=C(C=C3)C(=O)NC(CCC(=O)O)C(=O)O. Cell line: T-47D. Synergy scores: CSS=-4.18, Synergy_ZIP=2.22, Synergy_Bliss=2.33, Synergy_Loewe=-3.36, Synergy_HSA=-2.88. (2) Drug 1: C1CC(=O)NC(=O)C1N2CC3=C(C2=O)C=CC=C3N. Drug 2: C1C(C(OC1N2C=NC(=NC2=O)N)CO)O. Cell line: MALME-3M. Synergy scores: CSS=4.32, Synergy_ZIP=-2.90, Synergy_Bliss=0.307, Synergy_Loewe=-13.3, Synergy_HSA=-0.957.